This data is from Reaction yield outcomes from USPTO patents with 853,638 reactions. The task is: Predict the reaction yield, written as a fraction of the theoretical maximum amount of product (1.0 means a 100% yield; for example, 0.34 means a 34% yield). (1) The reactants are [CH2:1]([C:8]1[CH:9]=[CH:10][C:11]2[O:15][C:14](B(O)O)=[CH:13][C:12]=2[CH:19]=1)[C:2]1[CH:7]=[CH:6][CH:5]=[CH:4][CH:3]=1.Br[C:21]1[CH:22]=[C:23]2[C:28](=[CH:29][CH:30]=1)[CH2:27][N:26](C(=O)C(F)(F)F)[CH2:25][CH2:24]2.BrC1C=CC=C2C=1CN(C(=O)C(F)(F)F)CC2.C([O-])([O-])=O.[Na+].[Na+]. The catalyst is C(O)C.C1C=CC([P]([Pd]([P](C2C=CC=CC=2)(C2C=CC=CC=2)C2C=CC=CC=2)([P](C2C=CC=CC=2)(C2C=CC=CC=2)C2C=CC=CC=2)[P](C2C=CC=CC=2)(C2C=CC=CC=2)C2C=CC=CC=2)(C2C=CC=CC=2)C2C=CC=CC=2)=CC=1.C1(C)C=CC=CC=1. The product is [CH2:1]([C:8]1[CH:9]=[CH:10][C:11]2[O:15][C:14]([C:21]3[CH:22]=[C:23]4[C:28](=[CH:29][CH:30]=3)[CH2:27][NH:26][CH2:25][CH2:24]4)=[CH:13][C:12]=2[CH:19]=1)[C:2]1[CH:7]=[CH:6][CH:5]=[CH:4][CH:3]=1. The yield is 0.560. (2) The reactants are [N:1]1[CH:6]=[CH:5][C:4](/[C:7](/[CH3:14])=[CH:8]\[C:9]([O:11][CH2:12][CH3:13])=[O:10])=[CH:3][CH:2]=1. The catalyst is [Pd].CCO. The product is [N:1]1[CH:6]=[CH:5][C:4]([CH:7]([CH3:14])[CH2:8][C:9]([O:11][CH2:12][CH3:13])=[O:10])=[CH:3][CH:2]=1. The yield is 0.714. (3) The reactants are BrCC.[Mg].Br[C:6]1[CH:11]=[CH:10][CH:9]=[CH:8][C:7]=1[CH2:12][O:13][C:14]1[CH:19]=[C:18]([CH3:20])[CH:17]=[CH:16][C:15]=1[CH3:21].[CH3:22][C:23]1[CH:27]=[C:26]([C:28](Cl)=[O:29])[O:25][N:24]=1.[Cl-].[NH4+]. The catalyst is C1COCC1. The product is [CH3:22][C:23]1[CH:27]=[C:26]([C:28]([C:6]2[CH:11]=[CH:10][CH:9]=[CH:8][C:7]=2[CH2:12][O:13][C:14]2[CH:19]=[C:18]([CH3:20])[CH:17]=[CH:16][C:15]=2[CH3:21])=[O:29])[O:25][N:24]=1. The yield is 0.174. (4) The reactants are Cl.[N:2]1[CH:7]=[CH:6][CH:5]=[CH:4][C:3]=1[C:8]1[CH2:9][CH2:10][NH:11][CH2:12][CH:13]=1.C=O.[CH3:16][O:17][C:18]1[CH:19]=[C:20]([CH:24]=[C:25]([O:27][CH3:28])[CH:26]=1)[C:21]([NH2:23])=[O:22].[C:29](=O)([O-])[O-].[K+].[K+]. The catalyst is C(O)C. The product is [N:2]1[CH:7]=[CH:6][CH:5]=[CH:4][C:3]=1[C:8]1[CH2:9][CH2:10][N:11]([CH2:29][NH:23][C:21](=[O:22])[C:20]2[CH:24]=[C:25]([O:27][CH3:28])[CH:26]=[C:18]([O:17][CH3:16])[CH:19]=2)[CH2:12][CH:13]=1. The yield is 0.550. (5) The reactants are Br[C:2]1[CH:7]=[CH:6][C:5]([Br:8])=[CH:4][N:3]=1.[CH:9]([C:11]1[CH:16]=[CH:15][C:14](B(O)O)=[CH:13][CH:12]=1)=[O:10]. No catalyst specified. The product is [Br:8][C:5]1[CH:6]=[CH:7][C:2]([C:14]2[CH:15]=[CH:16][C:11]([CH:9]=[O:10])=[CH:12][CH:13]=2)=[N:3][CH:4]=1. The yield is 0.710. (6) The reactants are Cl.Cl[C:3]1[N:16]2[C:7](=[N:8][C:9]3[C:14]([C:15]2=[O:17])=[C:13]([F:18])[CH:12]=[CH:11][CH:10]=3)[C:6]2[CH:19]=[CH:20][N:21]([S:22]([C:25]3[CH:30]=[CH:29][C:28]([CH3:31])=[CH:27][CH:26]=3)(=[O:24])=[O:23])[C:5]=2[N:4]=1.[CH3:32][N:33]([CH2:35][C:36]([N:38]1[C:47]2[C:42](=[CH:43][C:44]([CH3:49])=[C:45]([NH2:48])[CH:46]=2)[CH2:41][CH2:40][CH2:39]1)=[O:37])[CH3:34].[NH4+:50].[OH-].CCOC(C)=O. The catalyst is FC(F)(F)CO.C1COCC1. The product is [CH3:34][N:33]([CH3:32])[CH2:35][C:36]([N:38]1[C:47]2[C:42](=[CH:43][C:44]([CH3:49])=[C:45]([NH:48][C:3]3[N:16]=[C:7]([NH:8][C:9]4[CH:10]=[CH:11][CH:12]=[C:13]([F:18])[C:14]=4[C:15]([NH2:50])=[O:17])[C:6]4[CH:19]=[CH:20][N:21]([S:22]([C:25]5[CH:30]=[CH:29][C:28]([CH3:31])=[CH:27][CH:26]=5)(=[O:24])=[O:23])[C:5]=4[N:4]=3)[CH:46]=2)[CH2:41][CH2:40][CH2:39]1)=[O:37]. The yield is 0.740. (7) The reactants are Cl.[CH3:2][CH:3]([CH2:7][CH2:8][N:9]1[CH2:13][CH2:12][CH2:11][CH2:10]1)[C:4]([OH:6])=O.C(Cl)(=O)C(Cl)=O.C(OC([N:27]1[C:31]([NH2:32])=[CH:30][C:29]([C:33]2[CH:34]=[C:35]3[C:40](=[CH:41][CH:42]=2)[N:39]=[CH:38][CH:37]=[CH:36]3)=[N:28]1)=O)(C)(C)C.Cl. The catalyst is CC#N.CN(C=O)C. The product is [CH3:2][CH:3]([CH2:7][CH2:8][N:9]1[CH2:13][CH2:12][CH2:11][CH2:10]1)[C:4]([NH:32][C:31]1[NH:27][N:28]=[C:29]([C:33]2[CH:34]=[C:35]3[C:40](=[CH:41][CH:42]=2)[N:39]=[CH:38][CH:37]=[CH:36]3)[CH:30]=1)=[O:6]. The yield is 0.580. (8) The reactants are C([O:3][CH:4](OCC)[C:5]1[CH:10]=[CH:9][C:8]([CH2:11][N:12]([CH3:14])[CH3:13])=[CH:7][CH:6]=1)C.Cl.CO. The catalyst is CO. The product is [CH3:14][N:12]([CH2:11][C:8]1[CH:7]=[CH:6][C:5]([CH:4]=[O:3])=[CH:10][CH:9]=1)[CH3:13]. The yield is 0.990. (9) The reactants are C(OC([N:8]1[CH2:17][CH2:16][C:15]2[C:10](=[CH:11][CH:12]=[C:13]([O:18][C:19]3[CH:24]=[CH:23][C:22]([C:25](=[O:27])[NH2:26])=[CH:21][N:20]=3)[CH:14]=2)[CH2:9]1)=O)(C)(C)C.C(Cl)Cl.C(O)(C(F)(F)F)=O.C([O-])([O-])=O.[K+].[K+]. The catalyst is C(Cl)(Cl)Cl. The product is [CH2:9]1[C:10]2[C:15](=[CH:14][C:13]([O:18][C:19]3[CH:24]=[CH:23][C:22]([C:25]([NH2:26])=[O:27])=[CH:21][N:20]=3)=[CH:12][CH:11]=2)[CH2:16][CH2:17][NH:8]1. The yield is 0.710. (10) The reactants are [NH2:1][C:2]1[N:7]=[C:6]([NH2:8])[C:5]([CH2:9][C:10]2[CH:23]=[C:22]([O:24][CH3:25])[C:13]([O:14][CH2:15][CH2:16][CH2:17][CH2:18][C:19]([OH:21])=O)=[C:12]([O:26][CH3:27])[CH:11]=2)=[CH:4][N:3]=1.C(Cl)CCl.C1C=CC2N(O)N=NC=2C=1.[NH2:42][CH2:43][CH2:44][O:45][CH2:46][CH2:47][NH:48][C:49]([C:51]12[CH2:60][CH:55]3[CH2:56][CH:57]([CH2:59][CH:53]([CH2:54]3)[CH2:52]1)[CH2:58]2)=[O:50].CCN(CC)CC. The catalyst is CCOC(C)=O.CN(C=O)C. The product is [NH2:1][C:2]1[N:7]=[C:6]([NH2:8])[C:5]([CH2:9][C:10]2[CH:23]=[C:22]([O:24][CH3:25])[C:13]([O:14][CH2:15][CH2:16][CH2:17][CH2:18][C:19]([NH:42][CH2:43][CH2:44][O:45][CH2:46][CH2:47][NH:48][C:49]([C:51]34[CH2:52][CH:53]5[CH2:59][CH:57]([CH2:56][CH:55]([CH2:54]5)[CH2:60]3)[CH2:58]4)=[O:50])=[O:21])=[C:12]([O:26][CH3:27])[CH:11]=2)=[CH:4][N:3]=1. The yield is 0.450.